The task is: Predict the product of the given reaction.. This data is from Forward reaction prediction with 1.9M reactions from USPTO patents (1976-2016). (1) Given the reactants [CH2:1]([O:3][C:4](=[O:28])[CH2:5][C:6]1[CH:7]=[C:8]([C:14]2[CH:19]=[CH:18][C:17]([C:20]([F:23])([F:22])[F:21])=[CH:16][C:15]=2[CH2:24][NH:25][CH2:26][CH3:27])[C:9]([O:12][CH3:13])=[CH:10][CH:11]=1)[CH3:2].Cl[C:30]1[O:31][C:32]2[CH:38]=[CH:37][C:36]([CH3:39])=[CH:35][C:33]=2[N:34]=1.C(N(C(C)C)CC)(C)C, predict the reaction product. The product is: [CH2:1]([O:3][C:4](=[O:28])[CH2:5][C:6]1[CH:7]=[C:8]([C:14]2[CH:19]=[CH:18][C:17]([C:20]([F:23])([F:21])[F:22])=[CH:16][C:15]=2[CH2:24][N:25]([CH2:26][CH3:27])[C:30]2[O:31][C:32]3[CH:38]=[CH:37][C:36]([CH3:39])=[CH:35][C:33]=3[N:34]=2)[C:9]([O:12][CH3:13])=[CH:10][CH:11]=1)[CH3:2]. (2) Given the reactants [OH:1][CH2:2][C:3]1[N:8]=[CH:7][C:6]([NH:9][C:10](=[O:16])[O:11][C:12]([CH3:15])([CH3:14])[CH3:13])=[CH:5][CH:4]=1.CCN(C(C)C)C(C)C.[CH3:26][S:27](Cl)(=[O:29])=[O:28], predict the reaction product. The product is: [CH3:26][S:27]([O:1][CH2:2][C:3]1[CH:4]=[CH:5][C:6]([NH:9][C:10]([O:11][C:12]([CH3:13])([CH3:15])[CH3:14])=[O:16])=[CH:7][N:8]=1)(=[O:29])=[O:28]. (3) Given the reactants [CH3:1][O:2][CH2:3][CH2:4][NH2:5].C(N(CC)CC)C.[CH3:13][S:14](Cl)(=[O:16])=[O:15], predict the reaction product. The product is: [CH3:1][O:2][CH2:3][CH2:4][NH:5][S:14]([CH3:13])(=[O:16])=[O:15]. (4) Given the reactants Br[C:2]1[CH:11]=[C:10]2[C:5]([N:6]=[CH:7][CH:8]=[N:9]2)=[C:4]([C:12]([NH:14][CH2:15][C:16]([O:18][CH2:19][CH3:20])=[O:17])=[O:13])[C:3]=1[OH:21].[S:22]1[C:26]2[CH:27]=[CH:28][CH:29]=[CH:30][C:25]=2[CH:24]=[C:23]1B(O)O.C(=O)([O-])[O-].[K+].[K+], predict the reaction product. The product is: [S:22]1[C:26]2[CH:27]=[CH:28][CH:29]=[CH:30][C:25]=2[CH:24]=[C:23]1[C:2]1[CH:11]=[C:10]2[C:5]([N:6]=[CH:7][CH:8]=[N:9]2)=[C:4]([C:12]([NH:14][CH2:15][C:16]([O:18][CH2:19][CH3:20])=[O:17])=[O:13])[C:3]=1[OH:21]. (5) Given the reactants [CH3:1][C:2]1[CH:3]=[C:4]([N:9]([C:13]2[NH:14][C:15](=[O:22])[NH:16][C:17](=[O:21])[C:18]=2[CH2:19][CH3:20])[C:10](=[O:12])[CH3:11])[CH:5]=[C:6]([CH3:8])[CH:7]=1.C[Si](C)(C)N[Si](C)(C)C.[CH2:32]([O:34][CH2:35]Cl)[CH3:33].Cl[Sn](Cl)(Cl)Cl.C(=O)(O)[O-].[Na+], predict the reaction product. The product is: [CH3:8][C:6]1[CH:5]=[C:4]([N:9]([C:13]2[N:14]([CH2:35][O:34][CH2:32][CH3:33])[C:15](=[O:22])[NH:16][C:17](=[O:21])[C:18]=2[CH2:19][CH3:20])[C:10](=[O:12])[CH3:11])[CH:3]=[C:2]([CH3:1])[CH:7]=1. (6) The product is: [F:1][C:2]1[CH:19]=[CH:18][C:5]([CH2:6][N:7]2[CH2:12][C@H:11]([CH3:14])[NH:10][CH2:9][C@@H:8]2[CH2:16][OH:17])=[CH:4][CH:3]=1. Given the reactants [F:1][C:2]1[CH:19]=[CH:18][C:5]([CH2:6][N:7]2[C:12](=O)[C@H:11]([CH3:14])[NH:10][C:9](=O)[C@H:8]2[CH2:16][OH:17])=[CH:4][CH:3]=1.[H-].[Al+3].[Li+].[H-].[H-].[H-], predict the reaction product. (7) Given the reactants Cl[C:2]1[N:3]=[C:4]([N:21]2[CH2:26][CH2:25][O:24][CH2:23][CH2:22]2)[C:5]2[S:10][C:9]([CH2:11][N:12]3[CH2:17][CH2:16][CH:15]([N:18]([CH3:20])[CH3:19])[CH2:14][CH2:13]3)=[CH:8][C:6]=2[N:7]=1.[CH:27]1[C:36]2[CH:35]=[CH:34][CH:33]=[C:32](B(O)O)[C:31]=2[CH:30]=[CH:29][N:28]=1.C(=O)([O-])[O-].[Na+].[Na+], predict the reaction product. The product is: [CH:27]1[C:36]2[C:31](=[C:32]([C:2]3[N:3]=[C:4]([N:21]4[CH2:26][CH2:25][O:24][CH2:23][CH2:22]4)[C:5]4[S:10][C:9]([CH2:11][N:12]5[CH2:17][CH2:16][CH:15]([N:18]([CH3:20])[CH3:19])[CH2:14][CH2:13]5)=[CH:8][C:6]=4[N:7]=3)[CH:33]=[CH:34][CH:35]=2)[CH:30]=[CH:29][N:28]=1. (8) Given the reactants [CH:1]([O:4][C:5]1[CH:6]=[CH:7][C:8]([CH3:44])=[C:9]([CH:43]=1)[O:10][C:11]1[S:12][CH:13]=[C:14]([C:16]([NH:18][C:19]2[C:20]([O:41][CH3:42])=[N:21][C:22]([NH:27][CH2:28][CH2:29][N:30]([CH:38]([CH3:40])[CH3:39])C(=O)OC(C)(C)C)=[N:23][C:24]=2[O:25][CH3:26])=[O:17])[N:15]=1)([CH3:3])[CH3:2], predict the reaction product. The product is: [CH:1]([O:4][C:5]1[CH:6]=[CH:7][C:8]([CH3:44])=[C:9]([CH:43]=1)[O:10][C:11]1[S:12][CH:13]=[C:14]([C:16]([NH:18][C:19]2[C:20]([O:41][CH3:42])=[N:21][C:22]([NH:27][CH2:28][CH2:29][NH:30][CH:38]([CH3:39])[CH3:40])=[N:23][C:24]=2[O:25][CH3:26])=[O:17])[N:15]=1)([CH3:3])[CH3:2]. (9) Given the reactants [CH3:1][S:2][C:3]1[C:11]2[C:6](=[CH:7][C:8]([NH:12][C:13](=[O:28])[CH2:14][CH:15]3[CH2:20][CH2:19][CH2:18][CH2:17][N:16]3C(OC(C)(C)C)=O)=[CH:9][CH:10]=2)[N:5]([C:29]2[CH:34]=[CH:33][CH:32]=[CH:31][CH:30]=2)[N:4]=1.[Cl:35]CCl, predict the reaction product. The product is: [ClH:35].[CH3:1][S:2][C:3]1[C:11]2[C:6](=[CH:7][C:8]([NH:12][C:13](=[O:28])[CH2:14][CH:15]3[CH2:20][CH2:19][CH2:18][CH2:17][NH:16]3)=[CH:9][CH:10]=2)[N:5]([C:29]2[CH:34]=[CH:33][CH:32]=[CH:31][CH:30]=2)[N:4]=1. (10) Given the reactants [N+:1]([C:4]1[CH:5]=[C:6]([N:17]2[CH2:22][CH2:21][N:20]([C:23]([O:25][C:26]([CH3:29])([CH3:28])[CH3:27])=[O:24])[CH2:19][CH2:18]2)[CH:7]=[CH:8][C:9]=1[S:10][C:11]1[CH:16]=[CH:15][CH:14]=[CH:13][CH:12]=1)([O-])=O.O.NN, predict the reaction product. The product is: [NH2:1][C:4]1[CH:5]=[C:6]([N:17]2[CH2:18][CH2:19][N:20]([C:23]([O:25][C:26]([CH3:29])([CH3:28])[CH3:27])=[O:24])[CH2:21][CH2:22]2)[CH:7]=[CH:8][C:9]=1[S:10][C:11]1[CH:12]=[CH:13][CH:14]=[CH:15][CH:16]=1.